Dataset: NCI-60 drug combinations with 297,098 pairs across 59 cell lines. Task: Regression. Given two drug SMILES strings and cell line genomic features, predict the synergy score measuring deviation from expected non-interaction effect. (1) Drug 1: C1=CC(=CC=C1CC(C(=O)O)N)N(CCCl)CCCl.Cl. Drug 2: N.N.Cl[Pt+2]Cl. Cell line: NCI-H460. Synergy scores: CSS=17.8, Synergy_ZIP=-1.79, Synergy_Bliss=-2.28, Synergy_Loewe=-16.9, Synergy_HSA=-4.14. (2) Drug 1: C1CC(=O)NC(=O)C1N2CC3=C(C2=O)C=CC=C3N. Drug 2: N.N.Cl[Pt+2]Cl. Cell line: SN12C. Synergy scores: CSS=3.45, Synergy_ZIP=-3.04, Synergy_Bliss=-0.324, Synergy_Loewe=-0.280, Synergy_HSA=-0.276. (3) Drug 1: CCC(=C(C1=CC=CC=C1)C2=CC=C(C=C2)OCCN(C)C)C3=CC=CC=C3.C(C(=O)O)C(CC(=O)O)(C(=O)O)O. Drug 2: N.N.Cl[Pt+2]Cl. Cell line: NCI/ADR-RES. Synergy scores: CSS=37.0, Synergy_ZIP=-8.13, Synergy_Bliss=-3.04, Synergy_Loewe=-2.39, Synergy_HSA=0.816. (4) Drug 1: C1CC(=O)NC(=O)C1N2CC3=C(C2=O)C=CC=C3N. Drug 2: C1=CN(C(=O)N=C1N)C2C(C(C(O2)CO)O)O.Cl. Cell line: SW-620. Synergy scores: CSS=40.4, Synergy_ZIP=-3.94, Synergy_Bliss=-7.08, Synergy_Loewe=-38.1, Synergy_HSA=-3.15. (5) Drug 1: CS(=O)(=O)C1=CC(=C(C=C1)C(=O)NC2=CC(=C(C=C2)Cl)C3=CC=CC=N3)Cl. Drug 2: CN1C2=C(C=C(C=C2)N(CCCl)CCCl)N=C1CCCC(=O)O.Cl. Cell line: MDA-MB-231. Synergy scores: CSS=10.6, Synergy_ZIP=-0.340, Synergy_Bliss=1.90, Synergy_Loewe=2.25, Synergy_HSA=2.49. (6) Drug 1: C1=C(C(=O)NC(=O)N1)F. Drug 2: CC1=C2C(C(=O)C3(C(CC4C(C3C(C(C2(C)C)(CC1OC(=O)C(C(C5=CC=CC=C5)NC(=O)C6=CC=CC=C6)O)O)OC(=O)C7=CC=CC=C7)(CO4)OC(=O)C)O)C)OC(=O)C. Cell line: SF-539. Synergy scores: CSS=65.8, Synergy_ZIP=-9.49, Synergy_Bliss=-13.3, Synergy_Loewe=-9.96, Synergy_HSA=-7.22.